Task: Predict which catalyst facilitates the given reaction.. Dataset: Catalyst prediction with 721,799 reactions and 888 catalyst types from USPTO (1) Reactant: [CH:1]1([CH2:4][O:5][C:6]2[CH:14]=[CH:13][C:9]3[O:10][CH2:11][O:12][C:8]=3[C:7]=2[C:15]2[C:16]3[NH:23][C:22]([CH3:24])=[C:21]([C:25](O)=[O:26])[C:17]=3[N:18]=[CH:19][N:20]=2)[CH2:3][CH2:2]1.CCN(C(C)C)C(C)C.[NH2:37][C@H:38]([C@@H:68]([C:70]1[CH:75]=[CH:74][CH:73]=[CH:72][CH:71]=1)[CH3:69])[C:39]([N:41]1[CH2:46][CH2:45][CH:44]([N:47]2[N:56]=[C:55]([C:57]3[CH:62]=[CH:61][C:60]([O:63][CH3:64])=[C:59]([O:65][CH3:66])[CH:58]=3)[C@@H:54]3[C@@H:49]([CH2:50][CH2:51][CH2:52][CH2:53]3)[C:48]2=[O:67])[CH2:43][CH2:42]1)=[O:40].CCOC(C(C#N)=NOC(N1CCOCC1)=[N+](C)C)=O.F[P-](F)(F)(F)(F)F.C(=O)(O)[O-].[Na+]. The catalyst class is: 2. Product: [CH:1]1([CH2:4][O:5][C:6]2[CH:14]=[CH:13][C:9]3[O:10][CH2:11][O:12][C:8]=3[C:7]=2[C:15]2[C:16]3[NH:23][C:22]([CH3:24])=[C:21]([C:25]([NH:37][C@H:38]([C@@H:68]([C:70]4[CH:71]=[CH:72][CH:73]=[CH:74][CH:75]=4)[CH3:69])[C:39]([N:41]4[CH2:42][CH2:43][CH:44]([N:47]5[N:56]=[C:55]([C:57]6[CH:62]=[CH:61][C:60]([O:63][CH3:64])=[C:59]([O:65][CH3:66])[CH:58]=6)[C@@H:54]6[C@@H:49]([CH2:50][CH2:51][CH2:52][CH2:53]6)[C:48]5=[O:67])[CH2:45][CH2:46]4)=[O:40])=[O:26])[C:17]=3[N:18]=[CH:19][N:20]=2)[CH2:2][CH2:3]1. (2) Reactant: [Br:1][C:2]1[CH:7]=[CH:6][C:5]([CH:8]([NH:15][CH3:16])[CH2:9][N:10]2[CH2:14][CH2:13][CH2:12][CH2:11]2)=[CH:4][CH:3]=1.[Cl:17][C:18]1[CH:19]=[C:20]2[C:25](=[CH:26][C:27]=1[Cl:28])[N:24]([CH2:29][C:30]([OH:32])=O)[C:23](=[O:33])[CH2:22]C2.CN([P+]([O:44]N1N=NC2C=CC=CC1=2)(N(C)C)N(C)C)C.F[P-](F)(F)(F)(F)F.C(N(CC)CC)C. Product: [Br:1][C:2]1[CH:7]=[CH:6][C:5]([CH:8]([N:15]([CH3:16])[C:30](=[O:32])[CH2:29][N:24]2[C:25]3[CH:26]=[C:27]([Cl:28])[C:18]([Cl:17])=[CH:19][C:20]=3[O:44][CH2:22][C:23]2=[O:33])[CH2:9][N:10]2[CH2:14][CH2:13][CH2:12][CH2:11]2)=[CH:4][CH:3]=1. The catalyst class is: 3. (3) Reactant: [C:1]1([C:7]2[CH:12]=[CH:11][C:10]([CH2:13][NH:14][C:15]3[CH:20]=[CH:19][CH:18]=[CH:17][C:16]=3/[CH:21]=[CH:22]/[C:23]([O:25]C)=O)=[CH:9][C:8]=2[C:27]([F:30])([F:29])[F:28])[CH:6]=[CH:5][CH:4]=[CH:3][CH:2]=1.[OH-:31].[Na+].[NH2:33]O.Cl. Product: [OH:31][NH:33][C:23](=[O:25])/[CH:22]=[CH:21]/[C:16]1[CH:17]=[CH:18][CH:19]=[CH:20][C:15]=1[NH:14][CH2:13][C:10]1[CH:11]=[CH:12][C:7]([C:1]2[CH:2]=[CH:3][CH:4]=[CH:5][CH:6]=2)=[C:8]([C:27]([F:28])([F:29])[F:30])[CH:9]=1. The catalyst class is: 36. (4) Reactant: CN(C)C=[N:4][S:5]([C:8]1[N:12]2[N:13]=[C:14]([CH2:17][CH2:18][CH3:19])[CH:15]=[CH:16][C:11]2=[N:10][C:9]=1[C:20]([F:23])([F:22])[F:21])(=[O:7])=[O:6].Cl. Product: [CH2:17]([C:14]1[CH:15]=[CH:16][C:11]2[N:12]([C:8]([S:5]([NH2:4])(=[O:6])=[O:7])=[C:9]([C:20]([F:23])([F:21])[F:22])[N:10]=2)[N:13]=1)[CH2:18][CH3:19]. The catalyst class is: 12. (5) Reactant: [Na].[O-]CC.[Na+].Cl.[C:7](=[NH:11])([NH2:10])[CH2:8][CH3:9].[C:12]([OH:20])(=[O:19])/[C:13](=[C:15](\[CH:17]=O)/[Br:16])/Br. Product: [Br:16][C:15]1[C:13]([C:12]([OH:20])=[O:19])=[N:11][C:7]([CH2:8][CH3:9])=[N:10][CH:17]=1. The catalyst class is: 8. (6) Reactant: [C:1]([O:4][CH2:5][C@H:6]1[CH2:11][O:10][C@@H:9]([C:12]2[CH:17]=[CH:16][N:15]=[CH:14][C:13]=2[NH2:18])[O:8][CH2:7]1)(=[O:3])[CH3:2].[F:19][C:20]1[CH:25]=[CH:24][CH:23]=[C:22]([F:26])[C:21]=1[C:27]1[N:32]=[C:31]([C:33](O)=[O:34])[CH:30]=[CH:29][C:28]=1[F:36].C1C=NC2N(O)N=NC=2C=1.C(Cl)CCl. Product: [C:1]([O:4][CH2:5][C@H:6]1[CH2:7][O:8][C@@H:9]([C:12]2[CH:17]=[CH:16][N:15]=[CH:14][C:13]=2[NH:18][C:33](=[O:34])[C:31]2[CH:30]=[CH:29][C:28]([F:36])=[C:27]([C:21]3[C:20]([F:19])=[CH:25][CH:24]=[CH:23][C:22]=3[F:26])[N:32]=2)[O:10][CH2:11]1)(=[O:3])[CH3:2]. The catalyst class is: 3.